From a dataset of Reaction yield outcomes from USPTO patents with 853,638 reactions. Predict the reaction yield, written as a fraction of the theoretical maximum amount of product (1.0 means a 100% yield; for example, 0.34 means a 34% yield). (1) The reactants are Cl.[CH3:2][C:3]1[CH:8]=[CH:7][C:6]([NH:9]N)=[C:5]([N+:11]([O-:13])=[O:12])[CH:4]=1.[C:14]([C:17]1[CH:22]=[N:21][CH:20]=[CH:19][N:18]=1)(=O)[CH3:15]. No catalyst specified. The product is [CH3:2][C:3]1[CH:8]=[C:7]2[C:6](=[C:5]([N+:11]([O-:13])=[O:12])[CH:4]=1)[NH:9][C:14]([C:17]1[CH:22]=[N:21][CH:20]=[CH:19][N:18]=1)=[CH:15]2. The yield is 0.190. (2) The reactants are C(OC(=O)[NH:10][C@H:11]1[CH2:16][CH2:15][C@H:14]([CH2:17][NH:18][C:19]2[N:28]=[C:27]([N:29]([CH3:31])[CH3:30])[C:26]3[C:21](=[CH:22][CH:23]=[CH:24][CH:25]=3)[N:20]=2)[CH2:13][CH2:12]1)C1C=CC=CC=1.C(N(C(C)C)CC)(C)C.[Br:42][C:43]1[CH:48]=[CH:47][C:46]([S:49](Cl)(=[O:51])=[O:50])=[C:45]([O:53][C:54]([F:57])([F:56])[F:55])[CH:44]=1. The catalyst is CO.C(Cl)Cl.[Pd]. The product is [Br:42][C:43]1[CH:48]=[CH:47][C:46]([S:49]([NH:10][C@H:11]2[CH2:16][CH2:15][C@H:14]([CH2:17][NH:18][C:19]3[N:28]=[C:27]([N:29]([CH3:31])[CH3:30])[C:26]4[C:21](=[CH:22][CH:23]=[CH:24][CH:25]=4)[N:20]=3)[CH2:13][CH2:12]2)(=[O:51])=[O:50])=[C:45]([O:53][C:54]([F:57])([F:56])[F:55])[CH:44]=1. The yield is 0.810. (3) The reactants are [CH3:1][O:2][CH2:3][CH2:4][O:5][CH2:6][CH2:7][O:8][CH2:9][CH2:10]O.[C:12]([Cl:15])(Cl)=[O:13].C1(C)C=CC=CC=1.CC[O:25]CC. No catalyst specified. The product is [Cl:15][C:12]([O:13][CH2:1][O:2][CH2:3][CH2:4][O:5][CH2:6][CH2:7][O:8][CH2:9][CH3:10])=[O:25]. The yield is 0.950. (4) The reactants are C[O:2][C:3]1[CH:4]=[C:5]([CH:14]=[C:15]([C:17]2[CH:22]=[CH:21][CH:20]=[CH:19][CH:18]=2)[CH3:16])[CH:6]=[C:7]([O:12]C)[C:8]=1[CH:9]([CH3:11])[CH3:10].B(Br)(Br)Br. No catalyst specified. The product is [CH3:16][C:15]([C:17]1[CH:18]=[CH:19][CH:20]=[CH:21][CH:22]=1)=[CH:14][C:5]1[CH:6]=[C:7]([OH:12])[C:8]([CH:9]([CH3:11])[CH3:10])=[C:3]([OH:2])[CH:4]=1. The yield is 0.630. (5) The catalyst is C(Cl)Cl. The yield is 0.850. The product is [CH2:1]([C:8]1[C:12](=[O:13])[N:11]([C:14]2[N:19]=[CH:18][C:17]([S:20]([N:23]([CH:24]3[CH2:28][CH2:27][CH2:26][CH2:25]3)[CH2:29][CH2:30][CH2:31][OH:32])(=[O:21])=[O:22])=[CH:16][CH:15]=2)[NH:10][CH:9]=1)[C:2]1[CH:3]=[CH:4][CH:5]=[CH:6][CH:7]=1. The reactants are [CH2:1]([C:8]1[C:12](=[O:13])[N:11]([C:14]2[N:19]=[CH:18][C:17]([S:20]([N:23]([CH2:29][CH2:30][CH2:31][O:32]CC3C=CC=CC=3)[CH:24]3[CH2:28][CH2:27][CH2:26][CH2:25]3)(=[O:22])=[O:21])=[CH:16][CH:15]=2)[NH:10][CH:9]=1)[C:2]1[CH:7]=[CH:6][CH:5]=[CH:4][CH:3]=1.B(Br)(Br)Br.CO. (6) The reactants are [CH3:1][O:2][C:3]([C@H:5]1[CH2:10][CH2:9][C@H:8]([CH2:11][N:12]2[C:16]3[CH:17]=[C:18](B4OC(C)(C)C(C)(C)O4)[CH:19]=[CH:20][C:15]=3[N:14]([CH3:30])[C:13]2=[O:31])[CH2:7][CH2:6]1)=[O:4].OO.CC(O)=[O:36]. The catalyst is C1COCC1. The product is [CH3:1][O:2][C:3]([C@H:5]1[CH2:6][CH2:7][C@H:8]([CH2:11][N:12]2[C:16]3[CH:17]=[C:18]([OH:36])[CH:19]=[CH:20][C:15]=3[N:14]([CH3:30])[C:13]2=[O:31])[CH2:9][CH2:10]1)=[O:4]. The yield is 0.510.